This data is from Forward reaction prediction with 1.9M reactions from USPTO patents (1976-2016). The task is: Predict the product of the given reaction. (1) Given the reactants [O:1]([CH2:8][CH2:9][CH2:10][CH:11]=[CH:12][C:13]1[CH:18]=[CH:17][C:16](/[CH:19]=[CH:20]/[CH2:21][OH:22])=[CH:15][CH:14]=1)[C:2]1[CH:7]=[CH:6][CH:5]=[CH:4][CH:3]=1.[H][H], predict the reaction product. The product is: [O:1]([CH2:8][CH2:9][CH2:10][CH2:11][CH2:12][C:13]1[CH:14]=[CH:15][C:16]([CH2:19][CH2:20][CH2:21][OH:22])=[CH:17][CH:18]=1)[C:2]1[CH:7]=[CH:6][CH:5]=[CH:4][CH:3]=1. (2) Given the reactants [CH3:1][O:2][C:3](=[O:21])[C@H:4]([CH2:13][C:14]1[CH:19]=[CH:18][C:17]([OH:20])=[CH:16][CH:15]=1)[NH:5][C:6]([O:8][C:9]([CH3:12])([CH3:11])[CH3:10])=[O:7].C(=O)([O-])[O-].[K+].[K+].F[C:29]1[CH:34]=[CH:33][C:32]([N+:35]([O-:37])=[O:36])=[CH:31][CH:30]=1, predict the reaction product. The product is: [C:9]([O:8][C:6]([NH:5][CH:4]([CH2:13][C:14]1[CH:19]=[CH:18][C:17]([O:20][C:29]2[CH:34]=[CH:33][C:32]([N+:35]([O-:37])=[O:36])=[CH:31][CH:30]=2)=[CH:16][CH:15]=1)[C:3]([O:2][CH3:1])=[O:21])=[O:7])([CH3:12])([CH3:10])[CH3:11]. (3) Given the reactants Cl[C:2]1[C:11]2[C:6](=[C:7]([OH:12])[CH:8]=[CH:9][CH:10]=2)[N:5]=[C:4]([CH3:13])[CH:3]=1.O.[NH2:15][NH2:16], predict the reaction product. The product is: [NH:15]([C:2]1[C:11]2[C:6](=[C:7]([OH:12])[CH:8]=[CH:9][CH:10]=2)[N:5]=[C:4]([CH3:13])[CH:3]=1)[NH2:16]. (4) Given the reactants [C:1](N1C=CN=C1)(N1C=CN=C1)=[O:2].[C:13]([O:17][C:18]([CH3:21])([CH3:20])[CH3:19])(=[O:16])[NH:14][NH2:15].[NH2:22][CH2:23][C:24]1[CH:29]=[CH:28][C:27]([CH2:30][CH2:31][C:32]2[N:33]=[C:34]([NH:37][C:38](=[O:40])[CH3:39])[S:35][CH:36]=2)=[CH:26][CH:25]=1, predict the reaction product. The product is: [C:38]([NH:37][C:34]1[S:35][CH:36]=[C:32]([CH2:31][CH2:30][C:27]2[CH:28]=[CH:29][C:24]([CH2:23][NH:22][C:1]([NH:15][NH:14][C:13]([O:17][C:18]([CH3:21])([CH3:20])[CH3:19])=[O:16])=[O:2])=[CH:25][CH:26]=2)[N:33]=1)(=[O:40])[CH3:39].